This data is from Retrosynthesis with 50K atom-mapped reactions and 10 reaction types from USPTO. The task is: Predict the reactants needed to synthesize the given product. (1) Given the product Brc1ccc(OCC2CCCO2)cc1, predict the reactants needed to synthesize it. The reactants are: BrCC1CCCO1.Oc1ccc(Br)cc1. (2) Given the product COc1ccc2c(Oc3ccc(NC(=O)c4c(C)n(C[C@@H](C)OC(=O)[C@H](C)NC(=O)OCc5ccccc5)n(-c5ccccc5)c4=O)cc3F)ccnc2c1, predict the reactants needed to synthesize it. The reactants are: COc1ccc2c(Oc3ccc(NC(=O)c4c(C)n(CC(C)O)n(-c5ccccc5)c4=O)cc3F)ccnc2c1.C[C@H](NC(=O)OCc1ccccc1)C(=O)O. (3) Given the product Cc1c(-c2nnc(-c3ccc(OC(C)C)c(C#N)c3)s2)ccc2c1CCN(C(=O)OC(C)(C)C)C2, predict the reactants needed to synthesize it. The reactants are: CC(C)Oc1ccc(-c2nnc(Br)s2)cc1C#N.Cc1c(B2OC(C)(C)C(C)(C)O2)ccc2c1CCN(C(=O)OC(C)(C)C)C2. (4) The reactants are: COC(=O)C1(c2ccc(-c3ccc(-n4nncc4NC(=O)O[C@H](C)c4ccccc4)cc3)cc2)CC1. Given the product C[C@@H](OC(=O)Nc1cnnn1-c1ccc(-c2ccc(C3(C(=O)O)CC3)cc2)cc1)c1ccccc1, predict the reactants needed to synthesize it. (5) Given the product Cc1cnc(N2CCN(C(=O)c3ccc(N4C(=O)NC[C@H]4C)nc3)CC2)c(C)c1, predict the reactants needed to synthesize it. The reactants are: COc1ccc(CN2C[C@@H](C)N(c3ccc(C(=O)N4CCN(c5ncc(C)cc5C)CC4)cn3)C2=O)cc1. (6) Given the product Nc1cccnc1NCc1ccc(Cl)cc1, predict the reactants needed to synthesize it. The reactants are: O=[N+]([O-])c1cccnc1NCc1ccc(Cl)cc1.